Dataset: Full USPTO retrosynthesis dataset with 1.9M reactions from patents (1976-2016). Task: Predict the reactants needed to synthesize the given product. (1) Given the product [Br:21][CH:17]([CH2:18][CH3:19])[C:16]([C:14]1[CH:13]=[CH:12][C:10]2[N:11]=[C:7]([C:1]3[CH:6]=[CH:5][CH:4]=[CH:3][CH:2]=3)[O:8][C:9]=2[CH:15]=1)=[O:20], predict the reactants needed to synthesize it. The reactants are: [C:1]1([C:7]2[O:8][C:9]3[CH:15]=[C:14]([C:16](=[O:20])[CH2:17][CH2:18][CH3:19])[CH:13]=[CH:12][C:10]=3[N:11]=2)[CH:6]=[CH:5][CH:4]=[CH:3][CH:2]=1.[Br-:21].[Br-].[Br-].[NH+]1C=CC=CC=1.[NH+]1C=CC=CC=1.[NH+]1C=CC=CC=1.Br.C(=O)([O-])[O-].[K+].[K+]. (2) Given the product [F:1][C:2]1[CH:3]=[C:4]([C:8]2[CH:9]=[CH:10][C:11]([CH2:14][O:15][CH2:16][CH:17]3[C:21](=[O:22])[N:20]([CH:23]([CH:27]([CH3:28])[CH3:29])[C:24]([NH:42][OH:41])=[O:25])[C:19](=[O:30])[NH:18]3)=[CH:12][CH:13]=2)[CH:5]=[CH:6][CH:7]=1, predict the reactants needed to synthesize it. The reactants are: [F:1][C:2]1[CH:3]=[C:4]([C:8]2[CH:13]=[CH:12][C:11]([CH2:14][O:15][CH2:16][CH:17]3[C:21](=[O:22])[N:20]([CH:23]([CH:27]([CH3:29])[CH3:28])[C:24](O)=[O:25])[C:19](=[O:30])[NH:18]3)=[CH:10][CH:9]=2)[CH:5]=[CH:6][CH:7]=1.CN([P+]([O:41][N:42]1N=NC2C=CC=CC1=2)(N(C)C)N(C)C)C.F[P-](F)(F)(F)(F)F.CN1CCOCC1. (3) Given the product [F:4][C:2]([C:5]1[N:9]2[C:10]3[CH:34]=[CH:33][C:32]([C:35]([F:36])([F:37])[F:38])=[CH:31][C:11]=3[C@@H:12]([C:21]3[CH:26]=[CH:25][CH:24]=[C:23]([O:27][CH3:28])[C:22]=3[O:29][CH3:30])[O:13][C@H:14]([CH2:15][C:16]([OH:18])=[O:17])[C:8]2=[N:7][N:6]=1)([F:1])[CH3:3], predict the reactants needed to synthesize it. The reactants are: [F:1][C:2]([C:5]1[N:9]2[C:10]3[CH:34]=[CH:33][C:32]([C:35]([F:38])([F:37])[F:36])=[CH:31][C:11]=3[C@@H:12]([C:21]3[CH:26]=[CH:25][CH:24]=[C:23]([O:27][CH3:28])[C:22]=3[O:29][CH3:30])[O:13][C@H:14]([CH2:15][C:16]([O:18]CC)=[O:17])[C:8]2=[N:7][N:6]=1)([F:4])[CH3:3].Cl.